This data is from Full USPTO retrosynthesis dataset with 1.9M reactions from patents (1976-2016). The task is: Predict the reactants needed to synthesize the given product. (1) Given the product [NH2:13][C:10]1[N:11]=[CH:12][C:7]([C:4]2[NH:3][C:2](=[O:1])[O:6][N:5]=2)=[CH:8][CH:9]=1, predict the reactants needed to synthesize it. The reactants are: [O:1]=[C:2]1[O:6][N:5]=[C:4]([C:7]2[CH:8]=[CH:9][C:10]([NH:13]C(=O)OC(C)(C)C)=[N:11][CH:12]=2)[NH:3]1.C(OC(=O)C)C.Cl. (2) Given the product [Br:18][C:19]1[CH:24]=[CH:23][C:22]([Cl:25])=[CH:21][C:20]=1[C:2]1[CH:7]=[CH:6][N:5]([CH:8]([CH3:16])[C:9]([O:11][C:12]([CH3:15])([CH3:14])[CH3:13])=[O:10])[C:4](=[O:17])[CH:3]=1, predict the reactants needed to synthesize it. The reactants are: Br[C:2]1[CH:7]=[CH:6][N:5]([CH:8]([CH3:16])[C:9]([O:11][C:12]([CH3:15])([CH3:14])[CH3:13])=[O:10])[C:4](=[O:17])[CH:3]=1.[Br:18][C:19]1[CH:24]=[CH:23][C:22]([Cl:25])=[CH:21][C:20]=1B(O)O. (3) Given the product [CH3:59][O:58][C:53]1[C:52]([CH3:60])=[C:51]([C:13]2[CH:12]=[CH:11][C:10]3[C:9]4[N:25]([CH:28]5[CH2:32][CH2:31][O:30][CH2:29]5)[N:26]=[CH:27][C:8]=4[C:7](=[O:33])[NH:6][C:15]=3[CH:14]=2)[C:56]([CH3:57])=[CH:55][N:54]=1, predict the reactants needed to synthesize it. The reactants are: COC1C=C(OC)C=CC=1C[N:6]1[C:15]2[CH:14]=[C:13](B3OC(C)(C)C(C)(C)O3)[CH:12]=[CH:11][C:10]=2[C:9]2[N:25]([CH:28]3[CH2:32][CH2:31][O:30][CH2:29]3)[N:26]=[CH:27][C:8]=2[C:7]1=[O:33].Cl.O1CC(NN)COCC1.Br[C:51]1[C:56]([CH3:57])=[CH:55][N:54]=[C:53]([O:58][CH3:59])[C:52]=1[CH3:60].C(=O)([O-])[O-].[Cs+].[Cs+]. (4) Given the product [OH:16][C:3]1([CH2:2][NH:1][C:25]2[C:34]3[C:29](=[CH:30][CH:31]=[CH:32][CH:33]=3)[N:28]=[CH:27][C:26]=2[N+:35]([O-:37])=[O:36])[CH2:4][CH2:5][N:6]([C:9]([O:11][C:12]([CH3:13])([CH3:15])[CH3:14])=[O:10])[CH2:7][CH2:8]1, predict the reactants needed to synthesize it. The reactants are: [NH2:1][CH2:2][C:3]1([OH:16])[CH2:8][CH2:7][N:6]([C:9]([O:11][C:12]([CH3:15])([CH3:14])[CH3:13])=[O:10])[CH2:5][CH2:4]1.C(N(CC)CC)C.Cl[C:25]1[C:34]2[C:29](=[CH:30][CH:31]=[CH:32][CH:33]=2)[N:28]=[CH:27][C:26]=1[N+:35]([O-:37])=[O:36]. (5) Given the product [Cl:1][C:2]1[CH:7]=[C:6]([N:8]([NH:38][C:39]#[N:40])[CH2:9][S:10][CH3:42])[CH:5]=[C:4]([C:11]([F:14])([F:12])[F:13])[C:3]=1[C:15]1[CH:20]=[CH:19][C:18]([S:21]([CH2:24][CH:25]2[CH2:30][CH2:29][CH2:28][N:27]([C:31]([O:33][C:34]([CH3:37])([CH3:36])[CH3:35])=[O:32])[CH2:26]2)(=[O:23])=[O:22])=[CH:17][CH:16]=1, predict the reactants needed to synthesize it. The reactants are: [Cl:1][C:2]1[CH:7]=[C:6]([N:8]=[C:9]=[S:10])[CH:5]=[C:4]([C:11]([F:14])([F:13])[F:12])[C:3]=1[C:15]1[CH:20]=[CH:19][C:18]([S:21]([CH2:24][CH:25]2[CH2:30][CH2:29][CH2:28][N:27]([C:31]([O:33][C:34]([CH3:37])([CH3:36])[CH3:35])=[O:32])[CH2:26]2)(=[O:23])=[O:22])=[CH:17][CH:16]=1.[N:38]#[C:39][NH2:40].[Na].[CH3:42]O.CI.